This data is from Reaction yield outcomes from USPTO patents with 853,638 reactions. The task is: Predict the reaction yield, written as a fraction of the theoretical maximum amount of product (1.0 means a 100% yield; for example, 0.34 means a 34% yield). The reactants are [H-].[Na+].[CH3:3][C:4]1[CH:9]=[CH:8][C:7]([C:10](=[O:12])[CH3:11])=[CH:6][CH:5]=1.O.C([O:16][C:17](=O)[CH2:18][CH3:19])C. The product is [CH3:3][C:4]1[CH:9]=[CH:8][C:7]([C:10](=[O:12])[CH2:11][C:17](=[O:16])[CH2:18][CH3:19])=[CH:6][CH:5]=1. No catalyst specified. The yield is 0.520.